From a dataset of TCR-epitope binding with 47,182 pairs between 192 epitopes and 23,139 TCRs. Binary Classification. Given a T-cell receptor sequence (or CDR3 region) and an epitope sequence, predict whether binding occurs between them. (1) The epitope is FPRPWLHGL. The TCR CDR3 sequence is CASSLYGRGDQPQHF. Result: 1 (the TCR binds to the epitope). (2) The epitope is GPGHKARVL. The TCR CDR3 sequence is CASSQSGSSYNEQFF. Result: 0 (the TCR does not bind to the epitope). (3) The epitope is TVYDPLQPELDSFK. The TCR CDR3 sequence is CASSRLAGDNEQFF. Result: 1 (the TCR binds to the epitope). (4) The epitope is YLQPRTFLL. The TCR CDR3 sequence is CASSFFLSRERDEQFF. Result: 0 (the TCR does not bind to the epitope). (5) The TCR CDR3 sequence is CASSLEPSGMNEQFF. The epitope is YYRRATRRIR. Result: 0 (the TCR does not bind to the epitope). (6) The epitope is FLRGRAYGL. The TCR CDR3 sequence is CASSVGQAYELYF. Result: 1 (the TCR binds to the epitope). (7) The epitope is YLNTLTLAV. The TCR CDR3 sequence is CSVFGSTGNTIYF. Result: 1 (the TCR binds to the epitope). (8) The epitope is KLWAQCVQL. The TCR CDR3 sequence is CASSIGLAGAMEQYF. Result: 1 (the TCR binds to the epitope). (9) The epitope is LVLSVNPYV. The TCR CDR3 sequence is CASSPFGQGRAYEQYF. Result: 1 (the TCR binds to the epitope). (10) The epitope is ATVVIGTSK. The TCR CDR3 sequence is CASSFEGEQYF. Result: 0 (the TCR does not bind to the epitope).